This data is from NCI-60 drug combinations with 297,098 pairs across 59 cell lines. The task is: Regression. Given two drug SMILES strings and cell line genomic features, predict the synergy score measuring deviation from expected non-interaction effect. (1) Drug 1: C1=CC(=CC=C1CC(C(=O)O)N)N(CCCl)CCCl.Cl. Drug 2: CCCCC(=O)OCC(=O)C1(CC(C2=C(C1)C(=C3C(=C2O)C(=O)C4=C(C3=O)C=CC=C4OC)O)OC5CC(C(C(O5)C)O)NC(=O)C(F)(F)F)O. Cell line: K-562. Synergy scores: CSS=18.0, Synergy_ZIP=-1.94, Synergy_Bliss=1.43, Synergy_Loewe=-4.79, Synergy_HSA=-2.95. (2) Drug 1: CN(C(=O)NC(C=O)C(C(C(CO)O)O)O)N=O. Drug 2: CC1=C(C(=O)C2=C(C1=O)N3CC4C(C3(C2COC(=O)N)OC)N4)N. Cell line: RXF 393. Synergy scores: CSS=2.40, Synergy_ZIP=-1.05, Synergy_Bliss=-0.174, Synergy_Loewe=-13.3, Synergy_HSA=-3.12.